From a dataset of Forward reaction prediction with 1.9M reactions from USPTO patents (1976-2016). Predict the product of the given reaction. (1) Given the reactants C([NH:8][C:9]1[CH:10]=[C:11]([CH:16]([O:27][CH3:28])[C:17]2([C:20]([O:22][C:23]([CH3:26])([CH3:25])[CH3:24])=[O:21])[CH2:19][CH2:18]2)[CH:12]=[CH:13][C:14]=1[Cl:15])C1C=CC=CC=1, predict the reaction product. The product is: [NH2:8][C:9]1[CH:10]=[C:11]([CH:16]([O:27][CH3:28])[C:17]2([C:20]([O:22][C:23]([CH3:24])([CH3:25])[CH3:26])=[O:21])[CH2:18][CH2:19]2)[CH:12]=[CH:13][C:14]=1[Cl:15]. (2) Given the reactants C(N(CC)CC)C.CS(Cl)(=O)=O.O[CH2:14][C@H:15]1[N:20]([CH3:21])[CH2:19][CH2:18][N:17]([C:22]([O:24][C:25]([CH3:28])([CH3:27])[CH3:26])=[O:23])[CH2:16]1.[Cl-].[NH4+].[F-:31].C([N+](CCCC)(CCCC)CCCC)CCC.O1CCCC1, predict the reaction product. The product is: [F:31][CH2:14][C@H:15]1[N:20]([CH3:21])[CH2:19][CH2:18][N:17]([C:22]([O:24][C:25]([CH3:28])([CH3:27])[CH3:26])=[O:23])[CH2:16]1. (3) Given the reactants [CH:1]([O:4][C:5]1[C:13]([O:14][CH3:15])=[CH:12][CH:11]=[CH:10][C:6]=1[CH2:7]CN)([CH3:3])[CH3:2].[CH3:16][NH:17]CC1C=CC2C(=CC=CC=2)C=1CCC.[ClH:32].[N:33]1([CH2:39][CH2:40][CH2:41][N:42]2[CH2:48][C:47]3[CH:49]=[C:50](/[CH:53]=[CH:54]/[C:55]([OH:57])=O)[CH:51]=[N:52][C:46]=3[NH:45][C:44](=[O:58])[CH2:43]2)[CH2:38][CH2:37][O:36][CH2:35][CH2:34]1.Cl.CN1CC2C=C(/C=C/C(O)=O)C=NC=2NC(=O)C1, predict the reaction product. The product is: [ClH:32].[CH:1]([O:4][C:5]1[C:13]([O:14][CH3:15])=[CH:12][CH:11]=[CH:10][C:6]=1[CH2:7][N:17]([CH3:16])[C:55](=[O:57])/[CH:54]=[CH:53]/[C:50]1[CH:51]=[N:52][C:46]2[NH:45][C:44](=[O:58])[CH2:43][N:42]([CH2:41][CH2:40][CH2:39][N:33]3[CH2:38][CH2:37][O:36][CH2:35][CH2:34]3)[CH2:48][C:47]=2[CH:49]=1)([CH3:2])[CH3:3]. (4) Given the reactants C(O[C:5]1[O:6][CH2:7][C:8](=[O:16])[C:9]=1[C:10]([O:12][CH:13]([CH3:15])[CH3:14])=[O:11])(C)C.C(OC(C)C)(=O)CC(OC(C)C)=O.ClCC(Cl)=O.[NH2:35][CH2:36][CH:37]1[CH2:42][CH2:41][CH2:40][CH2:39][CH2:38]1.[NH:43]1[C:51]2[C:46](=[CH:47][CH:48]=[CH:49][N:50]=2)[C:45]([CH:52]=O)=[CH:44]1.N1CCCCC1, predict the reaction product. The product is: [NH:43]1[C:51]2=[N:50][CH:49]=[CH:48][CH:47]=[C:46]2[C:45]([CH:52]=[C:7]2[O:6][C:5]([NH:35][CH2:36][CH:37]3[CH2:42][CH2:41][CH2:40][CH2:39][CH2:38]3)=[C:9]([C:10]([O:12][CH:13]([CH3:14])[CH3:15])=[O:11])[C:8]2=[O:16])=[CH:44]1. (5) Given the reactants [CH3:1][CH:2]([CH3:21])[CH2:3][N:4]1[C:16]2[C:15]3[CH:14]=[CH:13][CH:12]=[CH:11][C:10]=3[N:9]=[CH:8][C:7]=2[N:6]=[C:5]1[CH2:17][C:18](=[O:20])[CH3:19].[BH4-].[Na+].CO.O, predict the reaction product. The product is: [CH3:19][CH:18]([OH:20])[CH2:17][C:5]1[N:4]([CH2:3][CH:2]([CH3:21])[CH3:1])[C:16]2[C:15]3[CH:14]=[CH:13][CH:12]=[CH:11][C:10]=3[N:9]=[CH:8][C:7]=2[N:6]=1. (6) Given the reactants [C:1]1([NH:7][C:8]([C:10]2[N:11]=[C:12]3[CH:17]=[CH:16][C:15](B4OC(C)(C)C(C)(C)O4)=[CH:14][N:13]3[CH:27]=2)=[O:9])[CH:6]=[CH:5][CH:4]=[CH:3][CH:2]=1.C(=O)([O-])[O-].[Na+].[Na+].I[C:35]1[N:36]=[CH:37][N:38]([C:40]([C:53]2[CH:58]=[CH:57][CH:56]=[CH:55][CH:54]=2)([C:47]2[CH:52]=[CH:51][CH:50]=[CH:49][CH:48]=2)[C:41]2[CH:46]=[CH:45][CH:44]=[CH:43][CH:42]=2)[CH:39]=1, predict the reaction product. The product is: [C:53]1([C:40]([C:41]2[CH:42]=[CH:43][CH:44]=[CH:45][CH:46]=2)([C:47]2[CH:48]=[CH:49][CH:50]=[CH:51][CH:52]=2)[N:38]2[CH:39]=[C:35]([C:15]3[CH:16]=[CH:17][C:12]4[N:13]([CH:27]=[C:10]([C:8]([NH:7][C:1]5[CH:2]=[CH:3][CH:4]=[CH:5][CH:6]=5)=[O:9])[N:11]=4)[CH:14]=3)[N:36]=[CH:37]2)[CH:58]=[CH:57][CH:56]=[CH:55][CH:54]=1. (7) Given the reactants [F:1][C:2]([F:24])([F:23])[C:3]([C:5]1[CH:10]=[CH:9][C:8]([C:11]2[CH:16]=[CH:15][C:14]([C:17]3([C:20]([NH2:22])=[O:21])[CH2:19][CH2:18]3)=[CH:13][CH:12]=2)=[CH:7][CH:6]=1)=[O:4].[Li][CH3:26].[NH4+].[Cl-], predict the reaction product. The product is: [F:1][C:2]([F:23])([F:24])[C:3]([C:5]1[CH:6]=[CH:7][C:8]([C:11]2[CH:16]=[CH:15][C:14]([C:17]3([C:20]([NH2:22])=[O:21])[CH2:18][CH2:19]3)=[CH:13][CH:12]=2)=[CH:9][CH:10]=1)([OH:4])[CH3:26].